The task is: Predict the product of the given reaction.. This data is from Forward reaction prediction with 1.9M reactions from USPTO patents (1976-2016). (1) Given the reactants CS[C:3](SC)=[CH:4][C:5]([C:7]1[CH:12]=[CH:11][CH:10]=[CH:9][CH:8]=1)=[O:6].[CH3:15][O:16][CH2:17][CH2:18][NH2:19], predict the reaction product. The product is: [CH3:15][O:16][CH2:17][CH2:18][NH:19][C:3]([NH:19][CH2:18][CH2:17][O:16][CH3:15])=[CH:4][C:5]([C:7]1[CH:12]=[CH:11][CH:10]=[CH:9][CH:8]=1)=[O:6]. (2) Given the reactants [Cl:1][C:2]1[CH:7]=[CH:6][C:5]([CH:8]([C:20]2[CH:25]=[CH:24][C:23]([Cl:26])=[CH:22][CH:21]=2)[C:9]2[CH:10]=[C:11]3[C:16](=[CH:17][CH:18]=2)[N:15]=[CH:14][N:13]=[C:12]3Cl)=[CH:4][CH:3]=1.[NH2:27][CH:28]1[CH2:33][CH2:32][NH:31][C:30](=[O:34])[CH2:29]1.CC(O)C, predict the reaction product. The product is: [Cl:26][C:23]1[CH:22]=[CH:21][C:20]([CH:8]([C:5]2[CH:6]=[CH:7][C:2]([Cl:1])=[CH:3][CH:4]=2)[C:9]2[CH:10]=[C:11]3[C:16](=[CH:17][CH:18]=2)[N:15]=[CH:14][N:13]=[C:12]3[NH:27][CH:28]2[CH2:33][CH2:32][NH:31][C:30](=[O:34])[CH2:29]2)=[CH:25][CH:24]=1. (3) Given the reactants Cl.Cl.[Cl:3][C:4]1[N:5]=[C:6]([N:15]2[CH2:20][CH2:19][NH:18][CH2:17][CH2:16]2)[C:7]2[CH:12]=[C:11]([CH2:13][CH3:14])[S:10][C:8]=2[N:9]=1.C(N(C(C)C)CC)(C)C.[C:30]1([C:39]2[CH:44]=[CH:43][CH:42]=[CH:41][CH:40]=2)[CH:35]=[CH:34][C:33]([C:36](Cl)=[O:37])=[CH:32][CH:31]=1, predict the reaction product. The product is: [C:30]1([C:39]2[CH:40]=[CH:41][CH:42]=[CH:43][CH:44]=2)[CH:31]=[CH:32][C:33]([C:36]([N:18]2[CH2:19][CH2:20][N:15]([C:6]3[C:7]4[CH:12]=[C:11]([CH2:13][CH3:14])[S:10][C:8]=4[N:9]=[C:4]([Cl:3])[N:5]=3)[CH2:16][CH2:17]2)=[O:37])=[CH:34][CH:35]=1. (4) Given the reactants [C:1](Cl)(Cl)=[S:2].[CH3:5][N:6]([CH3:15])[C:7]1[CH:12]=[C:11]([CH3:13])[C:10]([NH2:14])=[CH:9][N:8]=1, predict the reaction product. The product is: [N:14]([C:10]1[C:11]([CH3:13])=[CH:12][C:7]([N:6]([CH3:15])[CH3:5])=[N:8][CH:9]=1)=[C:1]=[S:2]. (5) Given the reactants [Cl:1][C:2]1[CH:7]=[CH:6][C:5]([CH:8]([C:20]2[CH:25]=[CH:24][C:23]([N:26]3[CH2:30][CH2:29][CH2:28][C:27]3=[O:31])=[CH:22][CH:21]=2)[CH2:9][C:10]([C:12]2[CH:13]=[CH:14][C:15](=[O:19])[N:16]([CH3:18])[CH:17]=2)=O)=[C:4]([CH3:32])[CH:3]=1.Cl.[NH2:34][OH:35].C(=O)([O-])O.[Na+], predict the reaction product. The product is: [Cl:1][C:2]1[CH:7]=[CH:6][C:5]([CH:8]([C:20]2[CH:21]=[CH:22][C:23]([N:26]3[CH2:30][CH2:29][CH2:28][C:27]3=[O:31])=[CH:24][CH:25]=2)[CH2:9]/[C:10](/[C:12]2[CH:13]=[CH:14][C:15](=[O:19])[N:16]([CH3:18])[CH:17]=2)=[N:34]\[OH:35])=[C:4]([CH3:32])[CH:3]=1. (6) Given the reactants Cl[C:2]1[CH:7]=[C:6]([C:8]2[CH:13]=[CH:12][CH:11]=[C:10]([Cl:14])[C:9]=2[Cl:15])[N:5]=[C:4]([NH2:16])[N:3]=1.Cl.[CH3:18][C:19]1[NH:23][N:22]=[C:21]([CH2:24][CH2:25][NH2:26])[N:20]=1.C(N(CC)C(C)C)(C)C.CO, predict the reaction product. The product is: [Cl:15][C:9]1[C:10]([Cl:14])=[CH:11][CH:12]=[CH:13][C:8]=1[C:6]1[N:5]=[C:4]([NH2:16])[N:3]=[C:2]([NH:26][CH2:25][CH2:24][C:21]2[N:20]=[C:19]([CH3:18])[NH:23][N:22]=2)[CH:7]=1. (7) Given the reactants [NH2:1][C:2]1[C:11]2[N:12]=[C:13]([CH2:22][CH3:23])[N:14]([CH2:15][CH:16]3[CH2:21][CH2:20][O:19][CH2:18][CH2:17]3)[C:10]=2[C:9]2[CH:8]=[CH:7][C:6]([CH:24]=[CH:25][C:26]#[N:27])=[CH:5][C:4]=2[N:3]=1, predict the reaction product. The product is: [NH2:1][C:2]1[C:11]2[N:12]=[C:13]([CH2:22][CH3:23])[N:14]([CH2:15][CH:16]3[CH2:21][CH2:20][O:19][CH2:18][CH2:17]3)[C:10]=2[C:9]2[CH:8]=[CH:7][C:6]([CH2:24][CH2:25][C:26]#[N:27])=[CH:5][C:4]=2[N:3]=1. (8) Given the reactants [C:1]12([CH2:11][CH2:12][N:13]([CH2:26][CH2:27][N:28](C(OC(C)(C)C)=O)[CH3:29])[C:14]([NH:16][CH2:17][CH2:18][CH2:19][C:20]3[CH:25]=[CH:24][N:23]=[CH:22][CH:21]=3)=[O:15])[CH2:10][CH:5]3[CH2:6][CH:7]([CH2:9][CH:3]([CH2:4]3)[CH2:2]1)[CH2:8]2.[ClH:37], predict the reaction product. The product is: [ClH:37].[ClH:37].[C:1]12([CH2:11][CH2:12][N:13]([CH2:26][CH2:27][NH:28][CH3:29])[C:14]([NH:16][CH2:17][CH2:18][CH2:19][C:20]3[CH:25]=[CH:24][N:23]=[CH:22][CH:21]=3)=[O:15])[CH2:8][CH:7]3[CH2:6][CH:5]([CH2:4][CH:3]([CH2:9]3)[CH2:2]1)[CH2:10]2. (9) Given the reactants [NH:1]([C:3]1[N:8]=[C:7]2[CH2:9][CH2:10][CH2:11][CH2:12][CH2:13][CH2:14][C:6]2=[CH:5][CH:4]=1)[NH2:2].[C:15](/[N:17]=[C:18](\OC1C=CC=CC=1)/[NH:19][C:20]1[CH:25]=[CH:24][C:23]([N:26]2[CH2:31][CH2:30][N:29]([CH3:32])[CH2:28][CH2:27]2)=[CH:22][CH:21]=1)#[N:16], predict the reaction product. The product is: [N:8]1[C:3]([N:1]2[C:15]([NH2:16])=[N:17][C:18]([NH:19][C:20]3[CH:21]=[CH:22][C:23]([N:26]4[CH2:27][CH2:28][N:29]([CH3:32])[CH2:30][CH2:31]4)=[CH:24][CH:25]=3)=[N:2]2)=[CH:4][CH:5]=[C:6]2[CH2:14][CH2:13][CH2:12][CH2:11][CH2:10][CH2:9][C:7]=12.